This data is from Peptide-MHC class I binding affinity with 185,985 pairs from IEDB/IMGT. The task is: Regression. Given a peptide amino acid sequence and an MHC pseudo amino acid sequence, predict their binding affinity value. This is MHC class I binding data. (1) The peptide sequence is VLAGWLFHV. The MHC is HLA-B45:06 with pseudo-sequence HLA-B45:06. The binding affinity (normalized) is 0.213. (2) The peptide sequence is LIYYQNEVT. The MHC is HLA-A68:02 with pseudo-sequence HLA-A68:02. The binding affinity (normalized) is 0.354. (3) The peptide sequence is VSSLWSIIW. The MHC is HLA-B08:01 with pseudo-sequence HLA-B08:01. The binding affinity (normalized) is 0. (4) The peptide sequence is TLISSDGARV. The MHC is HLA-A02:06 with pseudo-sequence HLA-A02:06. The binding affinity (normalized) is 0.343. (5) The peptide sequence is YENDIEKKI. The MHC is H-2-Kk with pseudo-sequence H-2-Kk. The binding affinity (normalized) is 0.869. (6) The peptide sequence is HPRVSSEVHI. The MHC is Mamu-A2201 with pseudo-sequence Mamu-A2201. The binding affinity (normalized) is 0.0790. (7) The peptide sequence is KELLNSIGF. The MHC is Mamu-B01 with pseudo-sequence Mamu-B01. The binding affinity (normalized) is 0. (8) The peptide sequence is LIFLLVLLDY. The MHC is HLA-A11:01 with pseudo-sequence HLA-A11:01. The binding affinity (normalized) is 0.0764. (9) The peptide sequence is TKHPSLNII. The MHC is HLA-A30:02 with pseudo-sequence HLA-A30:02. The binding affinity (normalized) is 0. (10) The peptide sequence is FTTNIWMKFR. The MHC is HLA-A31:01 with pseudo-sequence HLA-A31:01. The binding affinity (normalized) is 0.958.